This data is from Reaction yield outcomes from USPTO patents with 853,638 reactions. The task is: Predict the reaction yield, written as a fraction of the theoretical maximum amount of product (1.0 means a 100% yield; for example, 0.34 means a 34% yield). (1) The reactants are [OH:1][CH:2]([C:6]1[CH:7]=[C:8]2[C:31](=[CH:32][CH:33]=1)[C:12]1=[N:13][O:14][C:15]([C:16]3[C:20]([C:21]([F:24])([F:23])[F:22])=[C:19]([C:25]4[CH:30]=[CH:29][CH:28]=[CH:27][CH:26]=4)[O:18][N:17]=3)=[C:11]1[CH2:10][CH2:9]2)[C:3](O)=[O:4].CN(C(ON1N=[N:49][C:44]2[CH:45]=[CH:46]C=[N:48][C:43]1=2)=[N+](C)C)C.F[P-](F)(F)(F)(F)F.CN1CCOCC1.CO. The catalyst is CN(C=O)C. The yield is 0.334. The product is [C:43]([C:44]1([NH:49][C:3](=[O:4])[CH:2]([OH:1])[C:6]2[CH:7]=[C:8]3[C:31](=[CH:32][CH:33]=2)[C:12]2=[N:13][O:14][C:15]([C:16]4[C:20]([C:21]([F:22])([F:23])[F:24])=[C:19]([C:25]5[CH:26]=[CH:27][CH:28]=[CH:29][CH:30]=5)[O:18][N:17]=4)=[C:11]2[CH2:10][CH2:9]3)[CH2:46][CH2:45]1)#[N:48]. (2) The reactants are [Br:1]N1C(=O)CCC1=O.[N+:9]([C:12]1[CH:17]=[CH:16][C:15]([N:18]2[C:27]3[N:28]4[CH:34]=[CH:33][CH:32]=[CH:31][C:29]4=[N:30][C:26]=3[C:25]3[C:20](=[CH:21][CH:22]=[CH:23][CH:24]=3)[C:19]2=[O:35])=[CH:14][CH:13]=1)([O-:11])=[O:10].O. The catalyst is CN(C=O)C. The product is [Br:1][C:22]1[CH:21]=[C:20]2[C:25]([C:26]3[N:30]=[C:29]4[CH:31]=[CH:32][CH:33]=[CH:34][N:28]4[C:27]=3[N:18]([C:15]3[CH:14]=[CH:13][C:12]([N+:9]([O-:11])=[O:10])=[CH:17][CH:16]=3)[C:19]2=[O:35])=[CH:24][CH:23]=1. The yield is 0.360.